From a dataset of Peptide-MHC class II binding affinity with 134,281 pairs from IEDB. Regression. Given a peptide amino acid sequence and an MHC pseudo amino acid sequence, predict their binding affinity value. This is MHC class II binding data. (1) The peptide sequence is DVLSQPMLPHTWDGS. The MHC is HLA-DPA10201-DPB10101 with pseudo-sequence HLA-DPA10201-DPB10101. The binding affinity (normalized) is 0.313. (2) The peptide sequence is TPESATPFPHRKGVL. The MHC is HLA-DPA10103-DPB10201 with pseudo-sequence HLA-DPA10103-DPB10201. The binding affinity (normalized) is 0.0667. (3) The peptide sequence is ELLKTVRLIKFLYQSNP. The MHC is HLA-DPA10201-DPB11401 with pseudo-sequence HLA-DPA10201-DPB11401. The binding affinity (normalized) is 0.271.